The task is: Predict the reaction yield, written as a fraction of the theoretical maximum amount of product (1.0 means a 100% yield; for example, 0.34 means a 34% yield).. This data is from Reaction yield outcomes from USPTO patents with 853,638 reactions. (1) The reactants are [C:1]1([NH:7][C:8]2[C:17]3[CH:18]=[CH:19][S:20][C:16]=3[C:15]3[CH:14]=[CH:13][C:12]([C:21]([OH:23])=O)=[CH:11][C:10]=3[N:9]=2)[CH:6]=[CH:5][CH:4]=[CH:3][CH:2]=1.[CH3:24][S:25]([NH2:28])(=[O:27])=[O:26].CCN=C=NCCCN(C)C.O. The catalyst is CN(C1C=CN=CC=1)C.CN(C=O)C. The product is [CH3:24][S:25]([NH:28][C:21]([C:12]1[CH:13]=[CH:14][C:15]2[C:16]3[S:20][CH:19]=[CH:18][C:17]=3[C:8]([NH:7][C:1]3[CH:6]=[CH:5][CH:4]=[CH:3][CH:2]=3)=[N:9][C:10]=2[CH:11]=1)=[O:23])(=[O:27])=[O:26]. The yield is 0.810. (2) The reactants are [N:1]1([C:5]2[CH:10]=[CH:9][C:8](Br)=[CH:7][N:6]=2)[CH2:4][CH2:3][CH2:2]1.[Li]CCCC.[CH2:17]1[O:27][C:20]2([CH2:25][CH2:24][C:23](=[O:26])[CH2:22][CH2:21]2)[O:19][CH2:18]1. The catalyst is C1COCC1. The product is [N:1]1([C:5]2[N:6]=[CH:7][C:8]([C:23]3([OH:26])[CH2:24][CH2:25][C:20]4([O:27][CH2:17][CH2:18][O:19]4)[CH2:21][CH2:22]3)=[CH:9][CH:10]=2)[CH2:4][CH2:3][CH2:2]1. The yield is 0.430. (3) The reactants are [N:1]1[CH:6]=[CH:5][CH:4]=[CH:3][C:2]=1[C:7]1[O:11][CH:10]=[N:9][CH:8]=1.[O:12]([CH2:19][C:20]1[CH:25]=[CH:24][C:23]([CH2:26][CH2:27][C:28](O)=[O:29])=[CH:22][CH:21]=1)[C:13]1[CH:18]=[CH:17][CH:16]=[CH:15][CH:14]=1. No catalyst specified. The product is [O:12]([CH2:19][C:20]1[CH:21]=[CH:22][C:23]([CH2:26][CH2:27][C:28]([C:10]2[O:11][C:7]([C:2]3[CH:3]=[CH:4][CH:5]=[CH:6][N:1]=3)=[CH:8][N:9]=2)=[O:29])=[CH:24][CH:25]=1)[C:13]1[CH:18]=[CH:17][CH:16]=[CH:15][CH:14]=1. The yield is 0.320. (4) The reactants are [P:1]([O:8]CC)([O:5][CH2:6][CH3:7])[O:2][CH2:3][CH3:4].Br[CH2:12][C:13]([O:15][C:16]([CH3:19])([CH3:18])[CH3:17])=[O:14]. No catalyst specified. The product is [C:16]([O:15][C:13](=[O:14])[CH2:12][P:1]([O:2][CH2:3][CH3:4])([O:5][CH2:6][CH3:7])=[O:8])([CH3:19])([CH3:18])[CH3:17]. The yield is 0.970. (5) The reactants are [CH3:1][O:2][CH2:3][CH:4]([C:6]([OH:8])=[O:7])[NH2:5].[O:9]1CC[CH2:11][CH2:10]1.C(OC(=O)C)(=O)C. The catalyst is O. The product is [C:10]([NH:5][CH:4]([C:6]([OH:8])=[O:7])[CH2:3][O:2][CH3:1])(=[O:9])[CH3:11]. The yield is 0.800. (6) The reactants are Cl[C:2]1[N:7]=[C:6]([NH:8][CH2:9][CH2:10][CH3:11])[N:5]=[C:4]([NH:12][CH2:13][CH2:14][CH3:15])[N:3]=1.Cl.[CH2:17]([O:20][NH2:21])[CH:18]=[CH2:19].[OH-].[Na+]. The catalyst is O1CCOCC1.O. The product is [CH2:17]([O:20][NH:21][C:2]1[N:7]=[C:6]([NH:8][CH2:9][CH2:10][CH3:11])[N:5]=[C:4]([NH:12][CH2:13][CH2:14][CH3:15])[N:3]=1)[CH:18]=[CH2:19]. The yield is 0.880.